This data is from Peptide-MHC class I binding affinity with 185,985 pairs from IEDB/IMGT. The task is: Regression. Given a peptide amino acid sequence and an MHC pseudo amino acid sequence, predict their binding affinity value. This is MHC class I binding data. (1) The peptide sequence is GTFEFTSFF. The MHC is HLA-B58:01 with pseudo-sequence HLA-B58:01. The binding affinity (normalized) is 0.426. (2) The peptide sequence is LPIRTTRHF. The MHC is HLA-B07:02 with pseudo-sequence HLA-B07:02. The binding affinity (normalized) is 0.699. (3) The peptide sequence is ELVENGKKV. The MHC is HLA-A02:03 with pseudo-sequence HLA-A02:03. The binding affinity (normalized) is 0.160. (4) The peptide sequence is LAYFPVFRFLNGS. The MHC is HLA-B53:01 with pseudo-sequence HLA-B53:01. The binding affinity (normalized) is 0.